This data is from Catalyst prediction with 721,799 reactions and 888 catalyst types from USPTO. The task is: Predict which catalyst facilitates the given reaction. (1) Reactant: [C:1]([NH:8][CH2:9][C:10]#[CH:11])([O:3][C:4]([CH3:7])([CH3:6])[CH3:5])=[O:2].Br[C:13]1[CH:14]=[CH:15][N:16]=[C:17]2[C:22]=1[N:21]=[C:20]([O:23][CH3:24])[CH:19]=[CH:18]2.CC(=O)OCC. Product: [C:4]([O:3][C:1](=[O:2])[NH:8][CH2:9][C:10]#[C:11][C:13]1[C:22]2[C:17](=[CH:18][CH:19]=[C:20]([O:23][CH3:24])[N:21]=2)[N:16]=[CH:15][CH:14]=1)([CH3:5])([CH3:6])[CH3:7]. The catalyst class is: 538. (2) Reactant: O=[C:2]1[CH2:7][CH2:6][CH2:5][CH2:4][CH:3]1[C:8]([O:10][CH2:11][CH3:12])=[O:9].BrBr.[C:15]([NH2:18])(=[S:17])[CH3:16]. Product: [CH3:16][C:15]1[S:17][C:7]2[CH2:6][CH2:5][CH2:4][CH:3]([C:8]([O:10][CH2:11][CH3:12])=[O:9])[C:2]=2[N:18]=1. The catalyst class is: 757. (3) Reactant: [Cl:1][C:2]1[N:7]=[CH:6][C:5]([CH2:8][N:9]2[C:13]([CH3:14])=[C:12]([C:15]3[CH:20]=[CH:19][C:18]([C:21]#[N:22])=[CH:17][CH:16]=3)[C:11]([C:23]#[N:24])=[C:10]2[CH2:25][CH2:26][CH3:27])=[CH:4][C:3]=1[CH2:28][OH:29].[C:30]1(=[O:36])[O:35][C:33](=[O:34])[CH2:32][CH2:31]1.C(O)(=O)CC(CC(O)=O)(C(O)=O)O. The catalyst class is: 17. Product: [Cl:1][C:2]1[C:3]([CH2:28][O:29][C:30](=[O:36])[CH2:31][CH2:32][C:33]([OH:35])=[O:34])=[CH:4][C:5]([CH2:8][N:9]2[C:13]([CH3:14])=[C:12]([C:15]3[CH:20]=[CH:19][C:18]([C:21]#[N:22])=[CH:17][CH:16]=3)[C:11]([C:23]#[N:24])=[C:10]2[CH2:25][CH2:26][CH3:27])=[CH:6][N:7]=1. (4) Reactant: [C:1]([C:3]1[CH:4]=[C:5]([CH2:10][C:11]([OH:13])=[O:12])[CH:6]=[CH:7][C:8]=1[F:9])#[N:2].[Si](C=[N+]=[N-])(C)(C)[CH3:15]. Product: [C:1]([C:3]1[CH:4]=[C:5]([CH2:10][C:11]([O:13][CH3:15])=[O:12])[CH:6]=[CH:7][C:8]=1[F:9])#[N:2]. The catalyst class is: 36. (5) Reactant: Cl.[CH3:2][C:3]1[N:4]([CH2:11][CH2:12][NH2:13])[C:5]([N+:8]([O-:10])=[O:9])=[CH:6][N:7]=1.O=[C:15]1[CH:23]([I:24])[CH2:22][C:21](=O)[CH2:20][C:16]1(N1C=CC=C1)[C:17]([O-])=[O:18]. Product: [CH3:2][C:3]1[N:4]([CH2:11][CH2:12][NH:13][C:17](=[O:18])[C:16]2[CH:20]=[CH:21][CH:22]=[C:23]([I:24])[CH:15]=2)[C:5]([N+:8]([O-:10])=[O:9])=[CH:6][N:7]=1. The catalyst class is: 289. (6) Reactant: [C:1](C1NC=CN=1)(C1NC=CN=1)=[O:2].[NH2:13][C:14]1[S:15][C:16]2[CH:22]=[CH:21][CH:20]=[CH:19][C:17]=2[N:18]=1.[C:23]([O:27][C:28](=[O:48])[NH:29][CH2:30][CH2:31][NH:32][CH2:33][CH2:34][CH:35]([C:42]1[CH:47]=[CH:46][CH:45]=[CH:44][CH:43]=1)[C:36]1[CH:41]=[CH:40][CH:39]=[CH:38][CH:37]=1)([CH3:26])([CH3:25])[CH3:24].C(=O)(O)[O-].[Na+]. Product: [C:23]([O:27][C:28](=[O:48])[NH:29][CH2:30][CH2:31][N:32]([CH2:33][CH2:34][CH:35]([C:36]1[CH:37]=[CH:38][CH:39]=[CH:40][CH:41]=1)[C:42]1[CH:43]=[CH:44][CH:45]=[CH:46][CH:47]=1)[C:1]([NH:13][C:14]1[S:15][C:16]2[CH:22]=[CH:21][CH:20]=[CH:19][C:17]=2[N:18]=1)=[O:2])([CH3:26])([CH3:24])[CH3:25]. The catalyst class is: 2. (7) Reactant: [O:1]=[C:2]1[NH:7][CH2:6][CH2:5][N:4]2[N:8]=[C:9]([C:11]([O:13][CH2:14][CH3:15])=[O:12])[CH:10]=[C:3]12.C(=O)([O-])[O-].[Cs+].[Cs+].[CH2:22](Br)[C:23]1[CH:28]=[CH:27][CH:26]=[CH:25][CH:24]=1. Product: [CH2:22]([N:7]1[CH2:6][CH2:5][N:4]2[N:8]=[C:9]([C:11]([O:13][CH2:14][CH3:15])=[O:12])[CH:10]=[C:3]2[C:2]1=[O:1])[C:23]1[CH:28]=[CH:27][CH:26]=[CH:25][CH:24]=1. The catalyst class is: 10.